From a dataset of Peptide-MHC class I binding affinity with 185,985 pairs from IEDB/IMGT. Regression. Given a peptide amino acid sequence and an MHC pseudo amino acid sequence, predict their binding affinity value. This is MHC class I binding data. (1) The peptide sequence is QAHMGIAGL. The MHC is HLA-A03:01 with pseudo-sequence HLA-A03:01. The binding affinity (normalized) is 0.0847. (2) The MHC is HLA-A30:01 with pseudo-sequence HLA-A30:01. The peptide sequence is KPKLARGEL. The binding affinity (normalized) is 0.0847.